This data is from Experimentally validated miRNA-target interactions with 360,000+ pairs, plus equal number of negative samples. The task is: Binary Classification. Given a miRNA mature sequence and a target amino acid sequence, predict their likelihood of interaction. (1) The miRNA is hsa-miR-4527 with sequence UGGUCUGCAAAGAGAUGACUGU. The protein sequence of the target gene is MEPATAPRPDMAPELTPEEEQATKQFLEEINKWTVQYNVSPLSWNVAVKFLMARKFDVLRAVELFHCYRETRRKEGIVKLKPHEEPLRSEILSGKFTILNVRDPTGASIALFTARLHHPHKSAQHVVLQALFYLLDRAVDSFETQRNGLVFIYDMCGSNYANFELDLGKKVLNLLKGAFPARLKKVLIVGAPIWFRVPYSIISLLLKDKVRERIQILKTSEVTQHLPRECLPENLGGYVKIDLATWNFQFLPQVNGHPDPFDEIILSSLPPALDWDSVHVPGPHAMTIQELVDYVNTRQK.... Result: 0 (no interaction). (2) The miRNA is ath-miR156f-5p with sequence UGACAGAAGAGAGUGAGCAC. The protein sequence of the target gene is MGTSQAFLVLSCLLTGPSLIVCQLLLPSILPNENEKIVPLSSSFSLRCFGESEVSWQHPMSEEEDPNVEIRTEENNSSLFVTVLEVVNASAAHTGWYTCYYNHTQTEESEIEGRHIYIYVPDPDMAFVPLGMTDSLVIVEEDDSAIIPCLTTDPDTEVTLHNNGRLVPASYDSRQGFNGTFSVGPYICEATVRGRTFKTSEFNVYALKATSELNLEMDTRQTVYKAGETIVVTCAVFNNEVVDLQWTYPGEVRNKGITMLEEIKLPSIKLVYTLTVPKATVKDSGDYECAARQATKEVKE.... Result: 0 (no interaction). (3) The miRNA is mmu-miR-3110-5p with sequence UUCUGCCUCCCCUGAAGGCUC. The protein sequence of the target gene is MMWRPSVLLLLLLLRHGAQGKPSPDAGPHGQGRVHQAAPLSDAPHDDAHGNFQYDHEAFLGREVAKEFDQLTPEESQARLGRIVDRMDRAGDGDGWVSLAELRAWIAHTQQRHIRDSVSAAWDTYDTDRDGRVGWEELRNATYGHYAPGEEFHDVEDAETYKKMLARDERRFRVADQDGDSMATREELTAFLHPEEFPHMRDIVIAETLEDLDRNKDGYVQVEEYIADLYSAEPGEEEPAWVQTERQQFRDFRDLNKDGHLDGSEVGHWVLPPAQDQPLVEANHLLHESDTDKDGRLSKA.... Result: 0 (no interaction). (4) The miRNA is mmu-miR-344c-3p with sequence UGAUCUAGUCAAAGCCUGACAGU. The protein sequence of the target gene is MATLSLTVNSGDPPLGALLAVEHVKDDVSISVEEGKENILHVSENVIFTDVNSILRYLARVATTAGLYGSNLMEHTEIDHWLEFSATKLSSCDSFTSTINELNHCLSLRTYLVGNSLSLADLCVWATLKGNAAWQEQLKQKKAPVHVKRWFGFLEAQQAFQSVGTKWDVSTTKARVAPEKKQDVGKFVELPGAEMGKVTVRFPPEASGYLHIGHAKAALLNQHYQVNFKGKLIMRFDDTNPEKEKEDFEKVILEDVAMLHIKPDQFTYTSDHFETIMKYAEKLIQEGKAYVDDTPAEQMK.... Result: 0 (no interaction).